This data is from Catalyst prediction with 721,799 reactions and 888 catalyst types from USPTO. The task is: Predict which catalyst facilitates the given reaction. (1) Reactant: [Na+].[CH2:2]([O:5][C:6]1([CH3:35])[CH2:11][CH2:10][N:9]([C:12]2[N:17]3[CH:18]=[C:19]([C:21]([O-:23])=O)[N:20]=[C:16]3[CH:15]=[C:14]([CH3:24])[C:13]=2[C@H:25]([O:30][C:31]([CH3:34])([CH3:33])[CH3:32])[C:26]([O:28][CH3:29])=[O:27])[CH2:8][CH2:7]1)[CH:3]=[CH2:4].CCN([CH:42]([CH3:44])[CH3:43])C(C)C.CN(C(O[N:53]1[N:61]=N[C:55]2[CH:56]=[CH:57][CH:58]=N[C:54]1=2)=[N+](C)C)C.F[P-](F)(F)(F)(F)F.[C:69]([O-:72])(O)=O.[Na+].CC[N+](S(N=C(OC)[O-])(=O)=O)([CH2:79][CH3:80])CC.[CH3:89]N(C=O)C. Product: [CH2:2]([O:5][C:6]1([CH3:35])[CH2:11][CH2:10][N:9]([C:12]2[N:17]3[CH:18]=[C:19]([C:21]4[O:23][C:54]([CH2:55][C:56]5[CH:57]=[CH:58][CH:80]=[CH:79][C:89]=5[O:72][CH2:69][CH2:44][CH:42]=[CH2:43])=[N:53][N:61]=4)[N:20]=[C:16]3[CH:15]=[C:14]([CH3:24])[C:13]=2[C@H:25]([O:30][C:31]([CH3:32])([CH3:34])[CH3:33])[C:26]([O:28][CH3:29])=[O:27])[CH2:8][CH2:7]1)[CH:3]=[CH2:4]. The catalyst class is: 2. (2) Reactant: [Br:1][C:2]1[C:3]([C:7]2[CH:12]=[CH:11][N:10]=[C:9]([C:13]([F:16])([F:15])[F:14])[N:8]=2)=[N:4][NH:5][CH:6]=1.[H-].[Na+].[CH3:19][N:20]([CH3:25])[S:21](Cl)(=[O:23])=[O:22]. Product: [CH3:19][N:20]([CH3:25])[S:21]([N:5]1[CH:6]=[C:2]([Br:1])[C:3]([C:7]2[CH:12]=[CH:11][N:10]=[C:9]([C:13]([F:16])([F:14])[F:15])[N:8]=2)=[N:4]1)(=[O:23])=[O:22]. The catalyst class is: 3. (3) Reactant: [C:1]([CH2:3][C:4]([N:6]1[CH2:11][CH2:10][CH2:9][CH:8]([N:12]2[C:16]3[CH:17]=[CH:18][CH:19]=[CH:20][C:15]=3[N:14]=[C:13]2[NH:21][C:22](=[O:29])[C:23]2[CH:28]=[CH:27][CH:26]=[N:25][CH:24]=2)[CH2:7]1)=[O:5])#[N:2].C(O)(=O)C.N1CCCCC1.[CH:40](=O)[CH:41]([CH3:43])[CH3:42].C(Cl)Cl.CO. Product: [C:1]([C:3](=[CH:40][CH:41]([CH3:43])[CH3:42])[C:4]([N:6]1[CH2:11][CH2:10][CH2:9][CH:8]([N:12]2[C:16]3[CH:17]=[CH:18][CH:19]=[CH:20][C:15]=3[N:14]=[C:13]2[NH:21][C:22](=[O:29])[C:23]2[CH:28]=[CH:27][CH:26]=[N:25][CH:24]=2)[CH2:7]1)=[O:5])#[N:2]. The catalyst class is: 40. (4) Reactant: [I:1]Cl.[OH:3][C@:4]1([C:15]2[CH:22]=[CH:21][C:18]([C:19]#[N:20])=[C:17]([CH2:23][C:24]3[CH:29]=[CH:28][C:27]([Si](C)(C)C)=[CH:26][CH:25]=3)[CH:16]=2)[O:12][C@H:11]([CH2:13][OH:14])[C@@H:9]([OH:10])[C@H:7]([OH:8])[C@H:5]1[OH:6]. Product: [OH:3][C@:4]1([C:15]2[CH:22]=[CH:21][C:18]([C:19]#[N:20])=[C:17]([CH2:23][C:24]3[CH:29]=[CH:28][C:27]([I:1])=[CH:26][CH:25]=3)[CH:16]=2)[O:12][C@H:11]([CH2:13][OH:14])[C@@H:9]([OH:10])[C@H:7]([OH:8])[C@H:5]1[OH:6]. The catalyst class is: 4. (5) Reactant: [CH:1]1([CH:4]([C:11]2[CH:16]=[C:15]([N:17]([CH2:19][C:20]3[CH:25]=[CH:24][C:23]([C:26]4[CH:31]=[C:30]([O:32][CH3:33])[CH:29]=[CH:28][C:27]=4[F:34])=[C:22]([O:35][CH2:36][CH:37]([CH3:39])[CH3:38])[N:21]=3)[CH3:18])[N:14]=[CH:13][N:12]=2)[CH2:5][C:6]([O:8]CC)=[O:7])[CH2:3][CH2:2]1.[OH-].[Na+].Cl. Product: [CH:1]1([CH:4]([C:11]2[CH:16]=[C:15]([N:17]([CH2:19][C:20]3[CH:25]=[CH:24][C:23]([C:26]4[CH:31]=[C:30]([O:32][CH3:33])[CH:29]=[CH:28][C:27]=4[F:34])=[C:22]([O:35][CH2:36][CH:37]([CH3:39])[CH3:38])[N:21]=3)[CH3:18])[N:14]=[CH:13][N:12]=2)[CH2:5][C:6]([OH:8])=[O:7])[CH2:3][CH2:2]1. The catalyst class is: 5. (6) Reactant: [C:1]1([CH2:7][N:8]2[C:17](=O)[C:16](=O)[N:15]3[C@H:10]([CH2:11][O:12][CH2:13][CH2:14]3)[CH2:9]2)[CH:6]=[CH:5][CH:4]=[CH:3][CH:2]=1.[H-].[H-].[H-].[H-].[Li+].[Al+3]. Product: [C:1]1([CH2:7][N:8]2[CH2:17][CH2:16][N:15]3[C@H:10]([CH2:11][O:12][CH2:13][CH2:14]3)[CH2:9]2)[CH:2]=[CH:3][CH:4]=[CH:5][CH:6]=1. The catalyst class is: 1. (7) Reactant: O.NN.O[N:5]1C2C=CC=CC=2N=[N:6]1.Cl.C(N=C=NCCCN(C)C)C.[C:26]([NH:36][C@H:37]1[CH2:42][CH2:41][C@H:40]([C:43]([OH:45])=O)[CH2:39][CH2:38]1)([O:28][CH2:29][C:30]1[CH:35]=[CH:34][CH:33]=[CH:32][CH:31]=1)=[O:27]. Product: [NH:5]([C:43]([C@H:40]1[CH2:41][CH2:42][C@H:37]([NH:36][C:26](=[O:27])[O:28][CH2:29][C:30]2[CH:35]=[CH:34][CH:33]=[CH:32][CH:31]=2)[CH2:38][CH2:39]1)=[O:45])[NH2:6]. The catalyst class is: 145. (8) Reactant: C(CC[O:5][P:6]([O-])([O-:8])=[O:7])#N.[NH+]1C=CC=CC=1.[NH+]1C=CC=CC=1.C[O:23][C:24](=[O:50])[C@H:25]([CH2:48][OH:49])[NH:26][C:27](=[O:47])[CH2:28][CH2:29][CH2:30]/[CH:31]=[CH:32]\[CH2:33]/[CH:34]=[CH:35]\[CH2:36]/[CH:37]=[CH:38]\[CH2:39]/[CH:40]=[CH:41]\[CH2:42][CH2:43][CH2:44][CH2:45][CH3:46].C1(N=C=NC2CCCCC2)CCCCC1.Cl. Product: [C:27]([NH:26][C@H:25]([C:24]([OH:23])=[O:50])[CH2:48][O:49][P:6]([OH:8])([OH:7])=[O:5])(=[O:47])[CH2:28][CH2:29][CH2:30]/[CH:31]=[CH:32]\[CH2:33][CH:34]=[CH:35][CH2:36][CH:37]=[CH:38][CH2:39][CH:40]=[CH:41][CH2:42][CH2:43][CH2:44][CH2:45][CH3:46]. The catalyst class is: 228. (9) Reactant: C(OC([NH:8][C@@H:9]1[CH2:14][CH2:13][C@@H:12]([CH:15](C(OCC)=O)[C:16]([O:18][CH2:19]C)=[O:17])[CH2:11][C@H:10]1[C:26]1[CH:31]=[CH:30][C:29]([C:32]([F:35])([F:34])[F:33])=[CH:28][CH:27]=1)=O)(C)(C)C. Product: [NH2:8][C@@H:9]1[CH2:14][CH2:13][C@@H:12]([CH2:15][C:16]([O:18][CH3:19])=[O:17])[CH2:11][C@H:10]1[C:26]1[CH:31]=[CH:30][C:29]([C:32]([F:33])([F:34])[F:35])=[CH:28][CH:27]=1. The catalyst class is: 33. (10) Reactant: Cl[C:2]1[C:3]2[C:10]([Cl:11])=[C:9]([CH3:12])[S:8][C:4]=2[N:5]=[CH:6][N:7]=1.[SH:13][CH2:14][C:15]([O:17][CH3:18])=[O:16]. Product: [Cl:11][C:10]1[C:3]2[C:2]([S:13][CH2:14][C:15]([O:17][CH3:18])=[O:16])=[N:7][CH:6]=[N:5][C:4]=2[S:8][C:9]=1[CH3:12]. The catalyst class is: 5.